Dataset: Catalyst prediction with 721,799 reactions and 888 catalyst types from USPTO. Task: Predict which catalyst facilitates the given reaction. (1) Reactant: ClC1C=C(Cl)C2N(C(C(O)=O)=CN=2)N=1.[Br:15][C:16]1[C:17]2[N:18]([C:23]([C:26]([OH:28])=O)=[CH:24][N:25]=2)[N:19]=[C:20]([Cl:22])[CH:21]=1.C(Cl)(=O)C(Cl)=O.CN(C)C=O.[Cl:40][C:41]1[CH:46]=[C:45]([NH2:47])[CH:44]=[CH:43][N:42]=1.C(N(CC)C(C)C)(C)C.ClC1C=C(Cl)C2N(C(C(NC3C=CN=C(Cl)C=3)=O)=CN=2)N=1. Product: [Br:15][C:16]1[C:17]2[N:18]([C:23]([C:26]([NH:47][C:45]3[CH:44]=[CH:43][N:42]=[C:41]([Cl:40])[CH:46]=3)=[O:28])=[CH:24][N:25]=2)[N:19]=[C:20]([Cl:22])[CH:21]=1. The catalyst class is: 26. (2) Reactant: [CH3:1][N:2]1[C@@H:19]2[CH2:20][C:7]3[CH:8]=[CH:9][C:10]([O:22][CH3:23])=[C:11]4[O:12][C@H:13]5[C:14]([CH2:16][CH2:17][C@:18]2([OH:21])[C@:5]5([C:6]=34)[CH2:4][CH2:3]1)=[O:15].O.[ClH:25]. Product: [CH3:1][N:2]1[C@@H:19]2[CH2:20][C:7]3[CH:8]=[CH:9][C:10]([O:22][CH3:23])=[C:11]4[O:12][C@H:13]5[C:14]([CH2:16][CH2:17][C@:18]2([OH:21])[C@:5]5([C:6]=34)[CH2:4][CH2:3]1)=[O:15].[ClH:25]. The catalyst class is: 63. (3) Reactant: NC1C=C2C(C=NC(C)=N2)=CC=1.[CH2:13]1[C@@H:17]2[CH:18]3C(=O)[O:22][C:20](=[O:21])[CH:19]3[C@H:14]1[CH:15]=[CH:16]2. Product: [CH:14]12[CH2:13][CH:17]([CH:16]=[CH:15]1)[CH2:18][CH:19]2[C:20]([OH:22])=[O:21]. The catalyst class is: 1. (4) Reactant: [Cl:1][C:2]1[CH:22]=[C:21]([CH3:23])[CH:20]=[CH:19][C:3]=1[O:4][C:5]1[CH:12]=[CH:11][CH:10]=[C:9]([C:13]2[CH:18]=[CH:17][N:16]=[CH:15][N:14]=2)[C:6]=1[C:7]#[N:8].[Br:24]N1C(=O)CCC1=O.C(OOC(=O)C1C=CC=CC=1)(=O)C1C=CC=CC=1. Product: [Br:24][CH2:23][C:21]1[CH:20]=[CH:19][C:3]([O:4][C:5]2[CH:12]=[CH:11][CH:10]=[C:9]([C:13]3[CH:18]=[CH:17][N:16]=[CH:15][N:14]=3)[C:6]=2[C:7]#[N:8])=[C:2]([Cl:1])[CH:22]=1. The catalyst class is: 717. (5) Reactant: [C:1]1([CH3:10])[CH:6]=[CH:5][C:4]([CH2:7][C:8]#[N:9])=[CH:3][CH:2]=1.[OH-].[Na+].[N:13](OC)=[O:14].OS(O)(=O)=O.N([O-])=O.[Na+]. Product: [OH:14][N:13]=[C:7]([C:8]#[N:9])[C:4]1[CH:5]=[CH:6][C:1]([CH3:10])=[CH:2][CH:3]=1. The catalyst class is: 24. (6) Product: [F:11][C:9]1[CH:8]=[N:7][C:6]([O:12][C:13]2[CH:18]=[CH:17][CH:16]=[C:15]([S:19][CH3:20])[CH:14]=2)=[C:5]([CH:10]=1)[C:4]([OH:21])=[O:3]. Reactant: C([O:3][C:4](=[O:21])[C:5]1[CH:10]=[C:9]([F:11])[CH:8]=[N:7][C:6]=1[O:12][C:13]1[CH:18]=[CH:17][CH:16]=[C:15]([S:19][CH3:20])[CH:14]=1)C.[OH-].[Li+]. The catalyst class is: 7.